From a dataset of Experimentally validated miRNA-target interactions with 360,000+ pairs, plus equal number of negative samples. Binary Classification. Given a miRNA mature sequence and a target amino acid sequence, predict their likelihood of interaction. (1) The miRNA is hsa-miR-3190-5p with sequence UCUGGCCAGCUACGUCCCCA. The protein sequence of the target gene is MEPVTKWSPKQVVDWTRGLDDCLQQYVHKFEREKINGEQLLQISHQDLEELGVTRIGHQELVLEAVDLLCALNYGLETDNMKNLVLKLRASSHNLQNYISSRRKSPAYDGNTSRKAPNEFLTSVVELIGAAKALLAWLDRAPFTGITDFSVTKNKIIQLCLDLTTTVQKDCFVAEMEDKVLTVVKVLNGICDKTIRSTTDPVMSQCACLEEVHLPNIKPGEGLGMYIKSTYDGLHVITGTTENSPADRSQKIHAGDEVIQVNQQTVVGWQLKNLVKKLRENPTGVVLLLKKRPTGSFNFT.... Result: 1 (interaction). (2) The miRNA is rno-let-7e-5p with sequence UGAGGUAGGAGGUUGUAUAGUU. The protein sequence of the target gene is MPKYCRAPNCSNTAGRLGADNRPVSFYKFPLKDGPRLQAWLQHMGCEHWVPSCHQHLCSEHFTPSCFQWRWGVRYLRPDAVPSIFSRGPPAKSQRRTRSTQKPVSPPPPLQKNTPLPQSPAIPVSGPVRLVVLGPTSGSPKTVATMLLTPLAPAPTPERSQPEVPAQQAQTGLGPVLGALQRRVRRLQRCQERHQAQLQALERLAQQLHGESLLARARRGLQRLTTAQTLGPEESQTFTIICGGPDIAMVLAQDPAPATVDAKPELLDTRIPSA. Result: 0 (no interaction). (3) The miRNA is mmu-miR-378a-3p with sequence ACUGGACUUGGAGUCAGAAGG. The protein sequence of the target gene is MSLLLSFYLLGLLVRSGQALLQVTISLSKVELSVGESKFFTCTAIGEPESIDWYNPQGEKIISTQRVMLQKEGVRSRLTIYNANIEDAGIYRCQATDAKGQTQEATVVLEIYQKLTFREVVSPQEFKQGEDAEVVCRVSSSPAPAVSWLYHNEEVTTIPDNRFAVLANNNLQILNINKSDEGIYRCEGRVEARGEIDFRDIIVIVNVPPAIMMPQKSFNATAERGEEMTLTCKASGSPDPTISWFRNGKLIEENEKYILKGSNTELTVRNIINKDGGSYVCKATNKAGEDQKQAFLQVFV.... Result: 0 (no interaction). (4) The miRNA is rno-miR-433-3p with sequence AUCAUGAUGGGCUCCUCGGUGU. The protein sequence of the target gene is MTVHNLYLFDRNGVCLHYSEWHRKKQAGIPKEEEYKLMYGMLFSIRSFVSKMSPLDMKDGFLAFQTSRYKLHYYETPTGIKVVMNTDLGVGPIRDVLHHIYSALYVELVVKNPLCPLGQTVQSELFRSRLDSYVRSLPFFSARAG. Result: 0 (no interaction). (5) The miRNA is hsa-miR-340-5p with sequence UUAUAAAGCAAUGAGACUGAUU. The protein sequence of the target gene is MGLTSQLLPPLFFLLACAGNFVHGHKCDITLQEIIKTLNSLTEQKTLCTELTVTDIFAASKNTTEKETFCRAATVLRQFYSHHEKDTRCLGATAQQFHRHKQLIRFLKRLDRNLWGLAGLNSCPVKEANQSTLENFLERLKTIMREKYSKCSS. Result: 1 (interaction). (6) The miRNA is hsa-miR-381-5p with sequence AGCGAGGUUGCCCUUUGUAUAU. The protein sequence of the target gene is MAEVPPGPSSLLPPPAPPAPAAVEPRCPFPAGAALACCSEDEEDDEEHEGGGSRSPAGGESATVAAKGHPCLRCPQPPQEQQQLNGLISPELRHLRAAASLKSKVLSVAEVAATTATPDGGPRATATKGAGVHSGERPPHSLSSNARTAVPSPVEAAAASDPAAARNGLAEGTEQEEEEEDEQVRLLSSSLTADCSLRSPSGREVEPGEDRTIRYVRYESELQMPDIMRLITKDLSEPYSIYTYRYFIHNWPQLCFLAMVGEECVGAIVCKLDMHKKMFRRGYIAMLAVDSKYRRNGIGT.... Result: 0 (no interaction). (7) The protein sequence of the target gene is MTDSATTNGDDRDPEIELFVKAGIDGESIGNCPFSQRLFMILWLKGVVFNVTTVDLKRKPADLHNLAPGTHPPFLTFNGDVKTDVNKIEEFLEETLTPEKYPKLAAKHRESNTAGIDIFSKFSAYIKNTKQQNNAALERGLTKALRKLDDYLNSPLPEEIDTNTHGDEKGSQRKFLDGDELTLADCNLLPKLHVVKIVAKKYRNYDIPAEMTGLWRYLKNAYARDEFTNTCAADSEIELAYADVARRLSRS. The miRNA is mmu-miR-3082-5p with sequence GACAGAGUGUGUGUGUCUGUGU. Result: 0 (no interaction). (8) The miRNA is mmu-miR-362-3p with sequence AACACACCUGUUCAAGGAUUCA. The protein sequence of the target gene is MAPAVATWAPGLWRACNALMAAFFALAAVVQVNDPDAELWVVVYMIPAVLTLLVGFNPLVTGNFIWKSVSAIHMLFCALWAGGLAYHFLLHAKQNLLNEEEGRELSGLVIVTAWMALCHSSSKNPGGGRMHLAIAVVITLLPLLSWVYVHMNKEMRSSWPTHCKTVI. Result: 1 (interaction).